This data is from Experimentally validated miRNA-target interactions with 360,000+ pairs, plus equal number of negative samples. The task is: Binary Classification. Given a miRNA mature sequence and a target amino acid sequence, predict their likelihood of interaction. (1) The miRNA is hsa-miR-16-5p with sequence UAGCAGCACGUAAAUAUUGGCG. The protein sequence of the target gene is MAAAVGVRGRYELPPCSGPGWLLSLSALLSVAARGAFATTHWVVTEDGKIQQQVDSPMNLKHPHDLVILMRQEATVNYLKELEKQLVAQKIHIEENEDRDTGLEQRHNKEDPDCIKAKVPLGDLDLYDGTYITLESKDISPEDYIDTESPVPPDPEQPDCTKILELPYSIHAFQHLRGVQERVNLSAPLLPKEDPIFTYLSKRLGRSIDDIGHLIHEGLQKNTSSWVLYNMASFYWRIKNEPYQVVECAMRALHFSSRHNKDIALVNLANVLHRAHFSADAAVVVHAALDDSDFFTSYYT.... Result: 1 (interaction). (2) The miRNA is hsa-miR-4329 with sequence CCUGAGACCCUAGUUCCAC. The protein sequence of the target gene is MSAPGSPDQAYDFLLKFLLVGDRDVGKSEILESLQDGAAESPYSHLGGIDYKTTTILLDGQRVKLKLWDTSGQGRFCTIFRSYSRGAQGVILVYDIANRWSFEGMDRWIKKIEEHAPGVPKILVGNRLHLAFKRQVPREQAQAYAERLGVTFFEVSPLCNFNIIESFTELARIVLLRHRMNWLGRPSKVLSLQDLCCRTIVSCTPVHLVDKLPLPSTLRSHLKSFSMAKGLNARMMRGLSYSLTTSSTHKSSLCKVEIVCPPQSPPKNCTRNSCKIS. Result: 1 (interaction).